This data is from Forward reaction prediction with 1.9M reactions from USPTO patents (1976-2016). The task is: Predict the product of the given reaction. (1) Given the reactants [CH3:1][O:2][C:3]1[C:8]([N:9]2[CH2:17][C@@H:16]3[C@@H:11]([CH2:12][CH2:13][CH2:14][NH:15]3)[CH2:10]2)=[C:7]([F:18])[CH:6]=[C:5]2[C:19]([C:21]([C:27]([OH:29])=[O:28])=[CH:22][N:23]([CH:24]3[CH2:26][CH2:25]3)[C:4]=12)=[O:20].[ClH:30].Cl, predict the reaction product. The product is: [CH3:1][O:2][C:3]1[C:8]([N:9]2[CH2:17][C@@H:16]3[C@@H:11]([CH2:12][CH2:13][CH2:14][NH:15]3)[CH2:10]2)=[C:7]([F:18])[CH:6]=[C:5]2[C:19]([C:21]([C:27]([OH:29])=[O:28])=[CH:22][N:23]([CH:24]3[CH2:26][CH2:25]3)[C:4]=12)=[O:20].[OH2:2].[ClH:30]. (2) The product is: [Cl:42][C:39]1[CH:40]=[CH:41][C:36]([CH2:35][N:26]2[C:27]([CH3:29])=[CH:28][C:24]([C:22]3[O:21][N:20]=[C:19]([C:10]4[CH:11]=[CH:12][C:13]([O:14][C:15]([F:17])([F:16])[F:18])=[C:8]([Cl:7])[CH:9]=4)[N:23]=3)=[N:25]2)=[CH:37][N:38]=1. Given the reactants CC([O-])(C)C.[K+].[Cl:7][C:8]1[CH:9]=[C:10]([C:19]2[N:23]=[C:22]([C:24]3[CH:28]=[C:27]([CH3:29])[NH:26][N:25]=3)[O:21][N:20]=2)[CH:11]=[CH:12][C:13]=1[O:14][C:15]([F:18])([F:17])[F:16].CS(O[CH2:35][C:36]1[CH:37]=[N:38][C:39]([Cl:42])=[CH:40][CH:41]=1)(=O)=O.O, predict the reaction product. (3) Given the reactants [Br:1][C:2]1[CH:3]=[C:4]([O:20][C:21]2[CH:26]=[CH:25][CH:24]=[CH:23][CH:22]=2)[C:5]([NH:8][C:9]2[S:10][CH:11]=[C:12]([CH2:14][CH2:15][C:16]([O:18]C)=[O:17])[N:13]=2)=[N:6][CH:7]=1.O.[OH-].[Na+], predict the reaction product. The product is: [Br:1][C:2]1[CH:3]=[C:4]([O:20][C:21]2[CH:26]=[CH:25][CH:24]=[CH:23][CH:22]=2)[C:5]([NH:8][C:9]2[S:10][CH:11]=[C:12]([CH2:14][CH2:15][C:16]([OH:18])=[O:17])[N:13]=2)=[N:6][CH:7]=1. (4) Given the reactants [Cl:1][C:2]1[CH:26]=[CH:25][C:5]([O:6][CH2:7][C:8]([N:10]2[CH2:15][CH2:14][N:13]([CH2:16][C:17]3[CH:22]=[CH:21][C:20]([F:23])=[CH:19][CH:18]=3)[CH2:12][C@H:11]2[CH3:24])=[O:9])=[C:4]([N+:27]([O-])=O)[CH:3]=1.[H][H], predict the reaction product. The product is: [NH2:27][C:4]1[CH:3]=[C:2]([Cl:1])[CH:26]=[CH:25][C:5]=1[O:6][CH2:7][C:8]([N:10]1[CH2:15][CH2:14][N:13]([CH2:16][C:17]2[CH:22]=[CH:21][C:20]([F:23])=[CH:19][CH:18]=2)[CH2:12][C@H:11]1[CH3:24])=[O:9]. (5) Given the reactants O[CH2:2][C:3]1[CH:12]=[N:11][C:10]2[N:9]3[CH2:13][CH2:14][S:15][CH2:16][C@H:8]3[C:7](=[O:17])[NH:6][C:5]=2[CH:4]=1.[I-].C(C[P+](C)(C)C)#N.CCN(C(C)C)C(C)C.[N:35]1([C:41]2[CH:51]=[CH:50][C:44]([C:45]([O:47][CH2:48][CH3:49])=[O:46])=[CH:43][CH:42]=2)[CH2:40][CH2:39][NH:38][CH2:37][CH2:36]1, predict the reaction product. The product is: [O:17]=[C:7]1[NH:6][C:5]2[CH:4]=[C:3]([CH2:2][N:38]3[CH2:37][CH2:36][N:35]([C:41]4[CH:42]=[CH:43][C:44]([C:45]([O:47][CH2:48][CH3:49])=[O:46])=[CH:50][CH:51]=4)[CH2:40][CH2:39]3)[CH:12]=[N:11][C:10]=2[N:9]2[CH2:13][CH2:14][S:15][CH2:16][C@@H:8]12. (6) Given the reactants [CH2:1]([N:3]1[C:7]2=[N:8][C:9]([CH2:33][CH3:34])=[C:10]([CH2:19][NH:20][C:21]([C:23]3[N:28]=[C:27]([C:29]([O:31]C)=[O:30])[CH:26]=[CH:25][CH:24]=3)=[O:22])[C:11]([NH:12][CH:13]3[CH2:18][CH2:17][O:16][CH2:15][CH2:14]3)=[C:6]2[CH:5]=[N:4]1)[CH3:2].O.[OH-].[Li+].Cl, predict the reaction product. The product is: [CH2:1]([N:3]1[C:7]2=[N:8][C:9]([CH2:33][CH3:34])=[C:10]([CH2:19][NH:20][C:21]([C:23]3[N:28]=[C:27]([C:29]([OH:31])=[O:30])[CH:26]=[CH:25][CH:24]=3)=[O:22])[C:11]([NH:12][CH:13]3[CH2:14][CH2:15][O:16][CH2:17][CH2:18]3)=[C:6]2[CH:5]=[N:4]1)[CH3:2]. (7) Given the reactants ClC1C(OC2C=CC(F)=CC=2F)=CN=C(S(C)(=O)=O)N=1.CN1C=C(B2OC(C)(C)C(C)(C)O2)C2CCCCC=2C1=O.[F:42][C:43]1[CH:71]=[C:70]([F:72])[CH:69]=[CH:68][C:44]=1[O:45][C:46]1[C:47]([C:56]2[C:65]3[CH2:64][CH2:63][CH2:62][CH2:61][C:60]=3[C:59](=[O:66])[N:58]([CH3:67])[CH:57]=2)=[N:48][C:49](S(C)(=O)=O)=[N:50][CH:51]=1.[CH2:73]([S:75]([NH2:78])(=[O:77])=[O:76])[CH3:74], predict the reaction product. The product is: [F:42][C:43]1[CH:71]=[C:70]([F:72])[CH:69]=[CH:68][C:44]=1[O:45][C:46]1[C:47]([C:56]2[C:65]3[CH2:64][CH2:63][CH2:62][CH2:61][C:60]=3[C:59](=[O:66])[N:58]([CH3:67])[CH:57]=2)=[N:48][C:49]([NH:78][S:75]([CH2:73][CH3:74])(=[O:77])=[O:76])=[N:50][CH:51]=1.